This data is from NCI-60 drug combinations with 297,098 pairs across 59 cell lines. The task is: Regression. Given two drug SMILES strings and cell line genomic features, predict the synergy score measuring deviation from expected non-interaction effect. Drug 1: CCCCCOC(=O)NC1=NC(=O)N(C=C1F)C2C(C(C(O2)C)O)O. Drug 2: CN(CCCl)CCCl.Cl. Cell line: OVCAR-4. Synergy scores: CSS=6.54, Synergy_ZIP=-1.77, Synergy_Bliss=0.493, Synergy_Loewe=-1.57, Synergy_HSA=0.291.